Dataset: Forward reaction prediction with 1.9M reactions from USPTO patents (1976-2016). Task: Predict the product of the given reaction. (1) Given the reactants [N+:1]([C:4]1[CH:9]=[CH:8][C:7]([OH:10])=[CH:6][CH:5]=1)([O-:3])=[O:2].C(N(CC)CC)C.[Br:18][C:19]([CH3:24])([CH3:23])[C:20](Br)=[O:21], predict the reaction product. The product is: [N+:1]([C:4]1[CH:9]=[CH:8][C:7]([O:10][C:20](=[O:21])[C:19]([Br:18])([CH3:24])[CH3:23])=[CH:6][CH:5]=1)([O-:3])=[O:2]. (2) Given the reactants [F:1][C:2]1[CH:7]=[C:6]([F:8])[CH:5]=[CH:4][C:3]=1[NH:9][C:10](=[O:18])[CH:11]([CH3:17])[C:12]([O:14]CC)=[O:13], predict the reaction product. The product is: [F:1][C:2]1[CH:7]=[C:6]([F:8])[CH:5]=[CH:4][C:3]=1[NH:9][C:10](=[O:18])[CH:11]([CH3:17])[C:12]([OH:14])=[O:13].